From a dataset of Full USPTO retrosynthesis dataset with 1.9M reactions from patents (1976-2016). Predict the reactants needed to synthesize the given product. (1) Given the product [C:1]([CH:5]1[CH2:14][CH2:13][C:12]2[N:11]=[C:10]3[S:15][C:16]([S:18]([NH2:32])(=[O:20])=[O:19])=[CH:17][C:9]3=[CH:8][C:7]=2[CH2:6]1)([CH3:4])([CH3:3])[CH3:2], predict the reactants needed to synthesize it. The reactants are: [C:1]([CH:5]1[CH2:14][CH2:13][C:12]2[N:11]=[C:10]3[S:15][C:16]([S:18](CC[Si](C)(C)C)(=[O:20])=[O:19])=[CH:17][C:9]3=[CH:8][C:7]=2[CH2:6]1)([CH3:4])([CH3:3])[CH3:2].[F-].C([N+:32](CCCC)(CCCC)CCCC)CCC.C([O-])(=O)C.[Na+].NOS(O)(=O)=O. (2) Given the product [Cl:8][C:5]1[CH:6]=[CH:7][C:2]([C:19]2([OH:15])[CH2:18][CH2:17][CH2:16]2)=[CH:3][C:4]=1[F:9], predict the reactants needed to synthesize it. The reactants are: Br[C:2]1[CH:7]=[CH:6][C:5]([Cl:8])=[C:4]([F:9])[CH:3]=1.C([Li])CCC.[O:15]1[CH2:19][CH2:18][CH2:17][CH2:16]1. (3) Given the product [CH2:5]([CH:9]1[CH2:20][C:19]2[C:11](=[CH:12][C:13]3[CH2:14][CH2:15][CH2:16][C:17]=3[C:18]=2[Br:22])[C:10]1=[O:21])[CH:6]([CH3:8])[CH3:7], predict the reactants needed to synthesize it. The reactants are: [Al+3].[Cl-].[Cl-].[Cl-].[CH2:5]([CH:9]1[CH2:20][C:19]2[C:11](=[CH:12][C:13]3[CH2:14][CH2:15][CH2:16][C:17]=3[CH:18]=2)[C:10]1=[O:21])[CH:6]([CH3:8])[CH3:7].[Br:22]Br. (4) Given the product [Br:35][C:15]1[CH:16]=[C:17]2[C:12](=[CH:13][CH:14]=1)[N:11]([C:3]1[CH:4]=[CH:5][C:6]([N+:8]([O-:10])=[O:9])=[CH:7][C:2]=1[CH3:1])[C:23]1[CH:22]=[CH:21][CH:20]=[C:19]([C:24]([O:26][CH3:27])=[O:25])[C:18]2=1, predict the reactants needed to synthesize it. The reactants are: [CH3:1][C:2]1[CH:7]=[C:6]([N+:8]([O-:10])=[O:9])[CH:5]=[CH:4][C:3]=1[N:11]1[C:23]2[CH:22]=[CH:21][CH:20]=[C:19]([C:24]([O:26][CH3:27])=[O:25])[C:18]=2[C:17]2[C:12]1=[CH:13][CH:14]=[CH:15][CH:16]=2.C1C(=O)N([Br:35])C(=O)C1.C(=O)(O)[O-].[Na+]. (5) Given the product [CH3:1][C:2]1[C:6]([C:7]2[C:8]3[N:21]=[C:27]([C:24]4([F:23])[CH2:26][CH2:25]4)[NH:20][C:9]=3[CH:10]=[C:11]([C:13]3[C:14]([CH3:19])=[N:15][O:16][C:17]=3[CH3:18])[CH:12]=2)=[C:5]([CH3:22])[NH:4][N:3]=1, predict the reactants needed to synthesize it. The reactants are: [CH3:1][C:2]1[C:6]([C:7]2[CH:12]=[C:11]([C:13]3[C:14]([CH3:19])=[N:15][O:16][C:17]=3[CH3:18])[CH:10]=[C:9]([NH2:20])[C:8]=2[NH2:21])=[C:5]([CH3:22])[NH:4][N:3]=1.[F:23][C:24]1([C:27](O)=O)[CH2:26][CH2:25]1.CN(C(ON1N=NC2C=CC=NC1=2)=[N+](C)C)C.F[P-](F)(F)(F)(F)F.CCN(C(C)C)C(C)C.C(O)(C(F)(F)F)=O. (6) Given the product [CH3:9][N:10]1[CH2:15][CH2:14][N:13]([CH2:2][CH2:1][C:3]2[CH:8]=[CH:7][N:6]=[CH:5][CH:4]=2)[CH2:12][CH2:11]1, predict the reactants needed to synthesize it. The reactants are: [CH:1]([C:3]1[CH:8]=[CH:7][N:6]=[CH:5][CH:4]=1)=[CH2:2].[CH3:9][N:10]1[CH2:15][CH2:14][NH:13][CH2:12][CH2:11]1.C(O)(=O)C.[OH-].[Na+].